This data is from Full USPTO retrosynthesis dataset with 1.9M reactions from patents (1976-2016). The task is: Predict the reactants needed to synthesize the given product. (1) Given the product [CH3:1][O:2][C:3]1[CH:8]=[C:7]([O:9][C:10]2[CH:15]=[CH:14][C:13]3[N:16]=[C:17]([CH2:18][O:19][C:20]4[CH:21]=[C:22]([CH:27]=[CH:28][CH:29]=4)[C:23]([O:25][CH3:26])=[O:24])[N:31]([CH3:32])[C:12]=3[CH:11]=2)[CH:6]=[CH:5][N:4]=1, predict the reactants needed to synthesize it. The reactants are: [CH3:1][O:2][C:3]1[CH:8]=[C:7]([O:9][C:10]2[CH:15]=[CH:14][C:13]([NH:16][C:17](=O)[CH2:18][O:19][C:20]3[CH:21]=[C:22]([CH:27]=[CH:28][CH:29]=3)[C:23]([O:25][CH3:26])=[O:24])=[C:12]([NH:31][CH3:32])[CH:11]=2)[CH:6]=[CH:5][N:4]=1. (2) Given the product [Cl:27][C:28]1[CH:29]=[C:30]([NH:35][C:36]([N:24]2[CH2:25][CH2:26][N:21]([CH2:20][C@@H:16]3[CH2:17][CH2:18][CH2:19][N:14]([CH2:13][CH2:12][CH2:11][C:8]4[CH:7]=[CH:6][C:5]([S:2]([CH3:1])(=[O:3])=[O:4])=[CH:10][CH:9]=4)[CH2:15]3)[CH2:22][CH2:23]2)=[O:37])[CH:31]=[CH:32][C:33]=1[F:34], predict the reactants needed to synthesize it. The reactants are: [CH3:1][S:2]([C:5]1[CH:10]=[CH:9][C:8]([CH2:11][CH2:12][CH2:13][N:14]2[CH2:19][CH2:18][CH2:17][C@@H:16]([CH2:20][N:21]3[CH2:26][CH2:25][NH:24][CH2:23][CH2:22]3)[CH2:15]2)=[CH:7][CH:6]=1)(=[O:4])=[O:3].[Cl:27][C:28]1[CH:29]=[C:30]([N:35]=[C:36]=[O:37])[CH:31]=[CH:32][C:33]=1[F:34]. (3) Given the product [Cl:1][C:2]1[C:7]([C:8]([C:10]2[C:11]([CH:16]=[CH2:17])=[N:12][CH:13]=[CH:14][CH:15]=2)=[O:9])=[CH:6][C:5]([Cl:18])=[CH:4][N:3]=1, predict the reactants needed to synthesize it. The reactants are: [Cl:1][C:2]1[C:7]([CH:8]([C:10]2[C:11]([CH:16]=[CH2:17])=[N:12][CH:13]=[CH:14][CH:15]=2)[OH:9])=[CH:6][C:5]([Cl:18])=[CH:4][N:3]=1.C([O-])(O)=O.[Na+].CC(OI1(OC(C)=O)(OC(C)=O)OC(=O)C2C=CC=CC1=2)=O.[O-]S([O-])(=S)=O.[Na+].[Na+]. (4) Given the product [CH3:1][C:2]1[CH:10]=[C:9]([CH3:11])[C:8]([C:12]2[NH:13][C:14]([CH:18]3[CH2:19][CH2:20][O:21][CH2:22][CH2:23]3)=[N:15][C:16]=2[CH3:17])=[CH:7][C:3]=1[C:4]([N:25]1[CH2:28][CH:27]([C:29]2[CH:36]=[CH:35][C:32]([C:33]#[N:34])=[CH:31][CH:30]=2)[CH2:26]1)=[O:5], predict the reactants needed to synthesize it. The reactants are: [CH3:1][C:2]1[CH:10]=[C:9]([CH3:11])[C:8]([C:12]2[N:13]=[C:14]([CH:18]3[CH2:23][CH2:22][O:21][CH2:20][CH2:19]3)[NH:15][C:16]=2[CH3:17])=[CH:7][C:3]=1[C:4](O)=[O:5].Cl.[NH:25]1[CH2:28][CH:27]([C:29]2[CH:36]=[CH:35][C:32]([C:33]#[N:34])=[CH:31][CH:30]=2)[CH2:26]1.CCN=C=NCCCN(C)C.C1C=CC2N(O)N=NC=2C=1.CCN(C(C)C)C(C)C. (5) Given the product [CH3:1][C:2]1[N:7]2[N:8]=[C:9]([CH2:11][CH2:12][C:13]3[N:17]([CH3:18])[N:16]=[C:15]([N:19]4[CH2:23][CH2:22][CH2:21][CH2:20]4)[N:14]=3)[N:10]=[C:6]2[C:5]([CH3:24])=[C:4]([CH3:25])[N:3]=1, predict the reactants needed to synthesize it. The reactants are: [CH3:1][C:2]1[N:7]2[N:8]=[C:9](/[CH:11]=[CH:12]/[C:13]3[N:17]([CH3:18])[N:16]=[C:15]([N:19]4[CH2:23][CH2:22][CH2:21][CH2:20]4)[N:14]=3)[N:10]=[C:6]2[C:5]([CH3:24])=[C:4]([CH3:25])[N:3]=1. (6) The reactants are: [N+:1]([C:4]1[CH:5]=[C:6]([C:10]2[C:11]([C:16]3[CH:21]=[CH:20][N:19]=[CH:18][CH:17]=3)=[C:12]([SH:15])[NH:13][N:14]=2)[CH:7]=[CH:8][CH:9]=1)([O-:3])=[O:2].C(=O)([O-])[O-].[K+].[K+].Br[CH2:29][CH2:30]Br. Given the product [N+:1]([C:4]1[CH:5]=[C:6]([C:10]2[C:11]([C:16]3[CH:21]=[CH:20][N:19]=[CH:18][CH:17]=3)=[C:12]3[S:15][CH2:29][CH2:30][N:13]3[N:14]=2)[CH:7]=[CH:8][CH:9]=1)([O-:3])=[O:2], predict the reactants needed to synthesize it. (7) Given the product [CH3:1][N:2]1[C:10]2[C:5](=[CH:6][CH:7]=[CH:8][CH:9]=2)[C:4]([C:11]2[C:12](=[O:24])[NH:13][C:14](=[O:23])[C:15]=2[C:16]2[CH:21]=[CH:20][CH:19]=[C:18]([NH:22][CH:28]([CH3:29])[CH2:27][CH2:26][OH:25])[CH:17]=2)=[CH:3]1, predict the reactants needed to synthesize it. The reactants are: [CH3:1][N:2]1[C:10]2[C:5](=[CH:6][CH:7]=[CH:8][CH:9]=2)[C:4]([C:11]2[C:12](=[O:24])[NH:13][C:14](=[O:23])[C:15]=2[C:16]2[CH:21]=[CH:20][CH:19]=[C:18]([NH2:22])[CH:17]=2)=[CH:3]1.[OH:25][CH2:26][CH2:27][C:28](=O)[CH3:29].[BH3-]C#N.[Na+]. (8) Given the product [CH3:1][N:2]1[CH2:3][CH2:4][N:5]([C:8](=[O:18])[C:9]2[CH:14]=[CH:13][C:12]([NH2:15])=[CH:11][CH:10]=2)[CH2:6][CH2:7]1, predict the reactants needed to synthesize it. The reactants are: [CH3:1][N:2]1[CH2:7][CH2:6][N:5]([C:8](=[O:18])[C:9]2[CH:14]=[CH:13][C:12]([N+:15]([O-])=O)=[CH:11][CH:10]=2)[CH2:4][CH2:3]1. (9) Given the product [ClH:51].[ClH:51].[NH2:20][C@H:21]([CH3:30])[CH2:22][CH2:23][NH:24][CH2:25][CH2:26][CH:27]([CH3:29])[CH3:28].[F:1][C:2]1[CH:7]=[C:6]([F:8])[CH:5]=[CH:4][C:3]=1[CH2:9][NH:10][C:11]([C:13]1[C:14](=[O:35])[C:15]([OH:34])=[C:16]2[C:31](=[O:32])[N:20]3[C@H:21]([CH3:30])[CH2:22][CH2:23][N:24]([CH2:25][CH2:26][CH:27]([CH3:28])[CH3:29])[C@H:19]3[CH2:18][N:17]2[CH:33]=1)=[O:12].[F:1][C:2]1[CH:7]=[C:6]([F:8])[CH:5]=[CH:4][C:3]=1[CH2:9][NH:10][C:11]([C:13]1[C:14](=[O:35])[C:15]([O:34][CH2:45][C:43]2[CH:42]=[CH:41][CH:48]=[CH:47][CH:44]=2)=[C:16]2[C:31](=[O:32])[N:20]3[C@H:21]([CH3:30])[CH2:22][CH2:23][N:24]([CH2:25][CH2:26][CH:27]([CH3:28])[CH3:29])[C@H:19]3[CH2:18][N:17]2[CH:33]=1)=[O:12], predict the reactants needed to synthesize it. The reactants are: [F:1][C:2]1[CH:7]=[C:6]([F:8])[CH:5]=[CH:4][C:3]=1[CH2:9][NH:10][C:11]([C:13]1[C:14](=[O:35])[C:15]([OH:34])=[C:16]2[C:31](=[O:32])[N:20]3[C@H:21]([CH3:30])[CH2:22][CH2:23][N:24]([CH2:25][CH2:26][CH:27]([CH3:29])[CH3:28])[C@H:19]3[CH2:18][N:17]2[CH:33]=1)=[O:12].N[C@H](C)CCN[CH2:41][CH2:42][CH:43]([CH3:45])[CH3:44].[C:47](O)(=O)[CH3:48].[Cl:51]CCl.